From a dataset of Forward reaction prediction with 1.9M reactions from USPTO patents (1976-2016). Predict the product of the given reaction. (1) Given the reactants [CH3:1][C@H:2]1[CH2:7][C:6](=[O:8])[CH2:5][C@H:4]([CH3:9])[NH:3]1.[C:10](O[C:10]([O:12][C:13]([CH3:16])([CH3:15])[CH3:14])=[O:11])([O:12][C:13]([CH3:16])([CH3:15])[CH3:14])=[O:11].C(N(CC)CC)C, predict the reaction product. The product is: [CH3:1][C@H:2]1[CH2:7][C:6](=[O:8])[CH2:5][C@H:4]([CH3:9])[N:3]1[C:10]([O:12][C:13]([CH3:16])([CH3:15])[CH3:14])=[O:11]. (2) The product is: [CH3:20][O:19][N:18]([CH3:17])[C:11](=[O:12])[CH2:10][CH2:9][C:6]1[CH:7]=[CH:8][C:3]([C:2]([F:15])([F:14])[F:1])=[CH:4][CH:5]=1. Given the reactants [F:1][C:2]([F:15])([F:14])[C:3]1[CH:8]=[CH:7][C:6]([CH2:9][CH2:10][C:11](Cl)=[O:12])=[CH:5][CH:4]=1.Cl.[CH3:17][NH:18][O:19][CH3:20].N1C=CC=CC=1, predict the reaction product. (3) Given the reactants [N+:1]([C:4]1[CH:20]=[CH:19][C:7]2[C:8]3[CH:14]=[C:13]([S:15](O)(=[O:17])=[O:16])[CH:12]=[CH:11][C:9]=3[S:10][C:6]=2[CH:5]=1)([O-:3])=[O:2].S(Cl)([Cl:23])=O, predict the reaction product. The product is: [N+:1]([C:4]1[CH:20]=[CH:19][C:7]2[C:8]3[CH:14]=[C:13]([S:15]([Cl:23])(=[O:17])=[O:16])[CH:12]=[CH:11][C:9]=3[S:10][C:6]=2[CH:5]=1)([O-:3])=[O:2]. (4) Given the reactants [OH:1][C:2]1[CH:3]=[C:4]([CH:7]=[C:8]([N+:11]([O-:13])=[O:12])[C:9]=1[OH:10])[CH:5]=[O:6].[C:14]([O-])([O-])=O.[K+].[K+].Br[CH2:21][CH2:22][CH3:23].C(O[CH2:28][CH3:29])(=O)C, predict the reaction product. The product is: [N+:11]([C:8]1[CH:7]=[C:4]([CH:3]=[C:2]([O:1][CH2:14][CH2:28][CH3:29])[C:9]=1[O:10][CH2:21][CH2:22][CH3:23])[CH:5]=[O:6])([O-:13])=[O:12]. (5) Given the reactants [C:1]([C:3]([C:6]1[CH:7]=[C:8]([CH:32]=[C:33]([OH:35])[CH:34]=1)[C:9]([NH:11][C:12]1[CH:17]=[CH:16][C:15]([CH3:18])=[C:14]([NH:19][C:20]2[CH:21]=[C:22]3[C:27](=[CH:28][CH:29]=2)[N:26]=[CH:25][N:24]([CH3:30])[C:23]3=[O:31])[CH:13]=1)=[O:10])([CH3:5])[CH3:4])#[N:2].Cl.Cl[CH2:38][CH2:39][N:40]1[CH2:44][CH2:43][CH2:42][CH2:41]1.C([O-])([O-])=O.[K+].[K+].[I-].[Na+], predict the reaction product. The product is: [C:1]([C:3]([C:6]1[CH:7]=[C:8]([CH:32]=[C:33]([O:35][CH2:38][CH2:39][N:40]2[CH2:44][CH2:43][CH2:42][CH2:41]2)[CH:34]=1)[C:9]([NH:11][C:12]1[CH:17]=[CH:16][C:15]([CH3:18])=[C:14]([NH:19][C:20]2[CH:21]=[C:22]3[C:27](=[CH:28][CH:29]=2)[N:26]=[CH:25][N:24]([CH3:30])[C:23]3=[O:31])[CH:13]=1)=[O:10])([CH3:4])[CH3:5])#[N:2].